From a dataset of Catalyst prediction with 721,799 reactions and 888 catalyst types from USPTO. Predict which catalyst facilitates the given reaction. (1) Reactant: [H-].[Na+].[CH2:3]([OH:7])[CH2:4][CH:5]=[CH2:6].[NH2:8][C:9]1[CH:14]=[N:13][CH:12]=[C:11](Cl)[N:10]=1. Product: [CH2:3]([O:7][C:11]1[N:10]=[C:9]([NH2:8])[CH:14]=[N:13][CH:12]=1)[CH2:4][CH:5]=[CH2:6]. The catalyst class is: 155. (2) Reactant: C[O:2][C:3]([CH:5]1[CH2:8][CH2:7][N:6]1[S:9]([CH2:12][C:13]1[CH:18]=[CH:17][CH:16]=[CH:15][CH:14]=1)(=[O:11])=[O:10])=[O:4].[OH-].[Li+]. Product: [C:13]1([CH2:12][S:9]([N:6]2[CH2:7][CH2:8][CH:5]2[C:3]([OH:4])=[O:2])(=[O:11])=[O:10])[CH:14]=[CH:15][CH:16]=[CH:17][CH:18]=1. The catalyst class is: 5. (3) Reactant: [NH2:1][C:2]1[CH:7]=[CH:6][CH:5]=[CH:4][CH:3]=1.Cl[CH2:9][C:10]([N:12]1[CH2:17][CH2:16][CH:15]([CH2:18][C:19]2[CH:24]=[CH:23][CH:22]=[CH:21][CH:20]=2)[CH2:14][CH2:13]1)=[O:11]. Product: [CH2:18]([CH:15]1[CH2:14][CH2:13][N:12]([C:10](=[O:11])[CH2:9][NH:1][C:2]2[CH:7]=[CH:6][CH:5]=[CH:4][CH:3]=2)[CH2:17][CH2:16]1)[C:19]1[CH:24]=[CH:23][CH:22]=[CH:21][CH:20]=1. The catalyst class is: 27. (4) Reactant: [CH3:1][O:2][C:3]([C@H:5]1[CH2:10][N:9]([C:11]2[CH:16]=[CH:15][C:14]([C:17]([F:20])([F:19])[F:18])=[CH:13][N:12]=2)[CH2:8][CH2:7][N:6]1[S:21]([C:24]1[CH:29]=[CH:28][C:27]([CH3:30])=[C:26]([CH2:31][C:32]([O:34]CC2C=CC([N+]([O-])=O)=CC=2)=[O:33])[CH:25]=1)(=[O:23])=[O:22])=[O:4].C1CCC=CC=1.C(O)C. Product: [CH3:1][O:2][C:3]([C@H:5]1[CH2:10][N:9]([C:11]2[CH:16]=[CH:15][C:14]([C:17]([F:20])([F:18])[F:19])=[CH:13][N:12]=2)[CH2:8][CH2:7][N:6]1[S:21]([C:24]1[CH:29]=[CH:28][C:27]([CH3:30])=[C:26]([CH2:31][C:32]([OH:34])=[O:33])[CH:25]=1)(=[O:22])=[O:23])=[O:4]. The catalyst class is: 43. (5) Reactant: Br[C:2]1[S:3][C:4]([NH:12][C:13](=[O:21])[C:14]2[CH:19]=[CH:18][C:17]([F:20])=[CH:16][CH:15]=2)=[C:5]([C:7]([O:9][CH2:10][CH3:11])=[O:8])[N:6]=1.CC1(C)C2C(=C(P(C3C=CC=CC=3)C3C=CC=CC=3)C=CC=2)OC2C(P(C3C=CC=CC=3)C3C=CC=CC=3)=CC=CC1=2.C(=O)([O-])[O-].[Cs+].[Cs+].[CH3:70][NH:71][C:72]1[CH:73]=[C:74]2[C:79](=[CH:80][CH:81]=1)[N:78]=[CH:77][CH:76]=[CH:75]2. Product: [F:20][C:17]1[CH:18]=[CH:19][C:14]([C:13]([NH:12][C:4]2[S:3][C:2]([N:71]([CH3:70])[C:72]3[CH:73]=[C:74]4[C:79](=[CH:80][CH:81]=3)[N:78]=[CH:77][CH:76]=[CH:75]4)=[N:6][C:5]=2[C:7]([O:9][CH2:10][CH3:11])=[O:8])=[O:21])=[CH:15][CH:16]=1. The catalyst class is: 101. (6) Reactant: [C:1]([C:4]1[CH:5]=[C:6]([CH:30]=[CH:31][CH:32]=1)[CH2:7][C@H:8]1[CH2:13][C@H:12]2[C@H:14]3[C@H:23]([CH2:24][CH2:25][C@:10]2([CH3:11])[C@H:9]1[OH:29])[C:22]1[CH:21]=[CH:20][C:19]([C:26](O)=[O:27])=[CH:18][C:17]=1[CH2:16][CH2:15]3)(=[O:3])[NH2:2].F[P-](F)(F)(F)(F)F.N1(O[P+](N(C)C)(N(C)C)N(C)C)C2C=CC=CC=2N=N1.CCN(C(C)C)C(C)C.[BH4-].[Na+]. Product: [OH:29][C@H:9]1[C@@H:8]([CH2:7][C:6]2[CH:5]=[C:4]([CH:32]=[CH:31][CH:30]=2)[C:1]([NH2:2])=[O:3])[CH2:13][C@H:12]2[C@H:14]3[C@H:23]([CH2:24][CH2:25][C@:10]12[CH3:11])[C:22]1[CH:21]=[CH:20][C:19]([CH2:26][OH:27])=[CH:18][C:17]=1[CH2:16][CH2:15]3. The catalyst class is: 20. (7) Reactant: [F:1][C:2]1[CH:11]=[CH:10][C:9]([OH:12])=[C:8]2[C:3]=1[CH:4]=[CH:5][CH:6]=[N:7]2.C(Cl)Cl.C(N(CC)CC)C.[F:23][C:24]([F:37])([F:36])[S:25](O[S:25]([C:24]([F:37])([F:36])[F:23])(=[O:27])=[O:26])(=[O:27])=[O:26]. Product: [F:1][C:2]1[CH:11]=[CH:10][C:9]([O:12][S:25]([C:24]([F:37])([F:36])[F:23])(=[O:27])=[O:26])=[C:8]2[C:3]=1[CH:4]=[CH:5][CH:6]=[N:7]2. The catalyst class is: 805. (8) Reactant: [Cl-:1].[Cl:2][CH2:3][CH2:4][NH+:5]([CH2:15][CH2:16]Cl)[CH2:6][CH2:7][CH2:8][C:9]1[CH:14]=[CH:13][CH:12]=[CH:11][CH:10]=1.[CH3:18][C:19]1[CH:20]=[C:21]([CH2:25][CH2:26][NH2:27])[CH:22]=[CH:23][CH:24]=1.C(=O)([O-])[O-].[K+].[K+].[I-].[Na+]. Product: [ClH:2].[ClH:1].[CH3:18][C:19]1[CH:20]=[C:21]([CH2:25][CH2:26][N:27]2[CH2:16][CH2:15][N:5]([CH2:6][CH2:7][CH2:8][C:9]3[CH:14]=[CH:13][CH:12]=[CH:11][CH:10]=3)[CH2:4][CH2:3]2)[CH:22]=[CH:23][CH:24]=1. The catalyst class is: 248. (9) Reactant: C[S:2][C:3]1[CH:8]=[CH:7][C:6]([OH:9])=CC=1.Br[CH:11]([OH:13])[CH3:12].[C:14](=O)([O-])[O-].[K+].[K+]. Product: [CH3:14][C:8]1[CH:7]=[C:6]([O:9][CH:11]([OH:13])[CH3:12])[S:2][CH:3]=1. The catalyst class is: 9. (10) Reactant: C(OC([NH:8][C@@H:9]([CH2:15][CH2:16][CH2:17][C@@H:18]([NH:20][C:21](=[O:41])[C@@H:22]([NH:36][C:37]([O:39][CH3:40])=[O:38])[CH:23]([C:30]1[CH:35]=[CH:34][CH:33]=[CH:32][CH:31]=1)[C:24]1[CH:29]=[CH:28][CH:27]=[CH:26][CH:25]=1)[CH3:19])[C:10]([O:12][CH2:13][CH3:14])=[O:11])=O)(C)(C)C.Cl.O1CCOCC1. Product: [NH2:8][C@@H:9]([CH2:15][CH2:16][CH2:17][C@@H:18]([NH:20][C:21](=[O:41])[C@@H:22]([NH:36][C:37]([O:39][CH3:40])=[O:38])[CH:23]([C:30]1[CH:35]=[CH:34][CH:33]=[CH:32][CH:31]=1)[C:24]1[CH:25]=[CH:26][CH:27]=[CH:28][CH:29]=1)[CH3:19])[C:10]([O:12][CH2:13][CH3:14])=[O:11]. The catalyst class is: 2.